From a dataset of Full USPTO retrosynthesis dataset with 1.9M reactions from patents (1976-2016). Predict the reactants needed to synthesize the given product. (1) Given the product [CH3:1][C:2]1[CH:12]=[CH:11][C:5]([C:6]([O:8][CH2:9][CH3:10])=[O:7])=[CH:4][C:3]=1[C:13]#[C:14][C:15]1[C:19]2[N:20]=[CH:21][N:22]=[C:23]([S:24]([CH3:25])=[O:34])[C:18]=2[S:17][CH:16]=1, predict the reactants needed to synthesize it. The reactants are: [CH3:1][C:2]1[CH:12]=[CH:11][C:5]([C:6]([O:8][CH2:9][CH3:10])=[O:7])=[CH:4][C:3]=1[C:13]#[C:14][C:15]1[C:19]2[N:20]=[CH:21][N:22]=[C:23]([S:24][CH3:25])[C:18]=2[S:17][CH:16]=1.C1C=C(Cl)C=C(C(OO)=[O:34])C=1. (2) Given the product [F:36][C:35]1[C:27]([F:26])=[CH:28][CH:29]=[CH:30][C:47]=1[C:46]([NH:1][C:4]1[CH:9]=[CH:8][C:7]([C:10]2[N:14]3[CH:15]=[CH:16][CH:17]=[CH:18][C:13]3=[N:12][C:11]=2[C:19]([F:22])([F:21])[F:20])=[CH:6][CH:5]=1)=[O:48], predict the reactants needed to synthesize it. The reactants are: [N+:1]([C:4]1[CH:9]=[CH:8][C:7]([C:10]2[N:14]3[CH:15]=[CH:16][CH:17]=[CH:18][C:13]3=[N:12][C:11]=2[C:19]([F:22])([F:21])[F:20])=[CH:6][CH:5]=1)([O-])=O.Cl[Sn]Cl.[F:26][C:27]1[CH:28]=[C:29](C=C[C:35]=1[F:36])[C:30](Cl)=O.C(N(C(C)C)CC)(C)C.[CH2:46]([OH:48])[CH3:47]. (3) Given the product [Br:1][C:2]1[CH:3]=[C:4]2[C:9](=[CH:10][CH:11]=1)[CH:8]=[C:7]([CH:12]=[O:13])[CH:6]=[CH:5]2, predict the reactants needed to synthesize it. The reactants are: [Br:1][C:2]1[CH:3]=[C:4]2[C:9](=[CH:10][CH:11]=1)[CH:8]=[C:7]([CH2:12][OH:13])[CH:6]=[CH:5]2. (4) Given the product [C:16]([NH:20][CH2:11][C:10]1[CH:13]=[CH:14][CH:15]=[C:8]([C:6]2[CH:5]=[CH:4][N:3]=[C:2]([Cl:1])[N:7]=2)[CH:9]=1)([CH3:19])([CH3:18])[CH3:17], predict the reactants needed to synthesize it. The reactants are: [Cl:1][C:2]1[N:7]=[C:6]([C:8]2[CH:9]=[C:10]([CH:13]=[CH:14][CH:15]=2)[CH:11]=O)[CH:5]=[CH:4][N:3]=1.[C:16]([NH2:20])([CH3:19])([CH3:18])[CH3:17]. (5) Given the product [Cl:23][C:20]1[CH:21]=[CH:22][C:17]([N:16]2[C:3]3[N:4]=[C:5]([C:14]#[N:15])[N:6]=[C:7]([N:8]4[CH2:13][CH2:12][O:11][CH2:10][CH2:9]4)[C:2]=3[NH:1][C:33](=[O:34])[CH2:32]2)=[CH:18][CH:19]=1, predict the reactants needed to synthesize it. The reactants are: [NH2:1][C:2]1[C:3]([NH:16][C:17]2[CH:22]=[CH:21][C:20]([Cl:23])=[CH:19][CH:18]=2)=[N:4][C:5]([C:14]#[N:15])=[N:6][C:7]=1[N:8]1[CH2:13][CH2:12][O:11][CH2:10][CH2:9]1.C(N(CC)CC)C.Cl[CH2:32][C:33](Cl)=[O:34]. (6) Given the product [NH2:10][CH2:11][CH2:12][C@@H:13]1[CH2:14][CH2:15][C@H:16]([NH:19][C:20]2[N:29]=[C:28]([N:30]([CH3:31])[CH3:32])[C:27]3[C:22](=[CH:23][CH:24]=[CH:25][CH:26]=3)[N:21]=2)[CH2:17][CH2:18]1, predict the reactants needed to synthesize it. The reactants are: C(OC(=O)[NH:10][CH2:11][CH2:12][C@H:13]1[CH2:18][CH2:17][C@@H:16]([NH:19][C:20]2[N:29]=[C:28]([N:30]([CH3:32])[CH3:31])[C:27]3[C:22](=[CH:23][CH:24]=[CH:25][CH:26]=3)[N:21]=2)[CH2:15][CH2:14]1)C1C=CC=CC=1.C1CC=CCC=1. (7) Given the product [OH:12][C:13]1([CH:5]2[CH2:6][CH2:7][CH2:8][CH2:9][C:4]2=[O:3])[CH2:14][N:15]([C:17]([O:19][CH2:20][C:21]2[CH:26]=[CH:25][CH:24]=[CH:23][CH:22]=2)=[O:18])[CH2:16]1, predict the reactants needed to synthesize it. The reactants are: C[Si](C)(C)[O:3][C:4]1[CH2:9][CH2:8][CH2:7][CH2:6][CH:5]=1.[O:12]=[C:13]1[CH2:16][N:15]([C:17]([O:19][CH2:20][C:21]2[CH:26]=[CH:25][CH:24]=[CH:23][CH:22]=2)=[O:18])[CH2:14]1. (8) Given the product [CH3:21][O:20][C:14]1[C:13]2[CH:12]=[C:11]([C:8]3[N:6]4[N:7]=[C:2]([N:23]([CH3:22])[CH:24]([CH3:27])[CH2:25][OH:26])[CH:3]=[CH:4][C:5]4=[N:10][CH:9]=3)[O:19][C:18]=2[CH:17]=[CH:16][N:15]=1, predict the reactants needed to synthesize it. The reactants are: Cl[C:2]1[CH:3]=[CH:4][C:5]2[N:6]([C:8]([C:11]3[O:19][C:18]4[CH:17]=[CH:16][N:15]=[C:14]([O:20][CH3:21])[C:13]=4[CH:12]=3)=[CH:9][N:10]=2)[N:7]=1.[CH3:22][NH:23][CH:24]([CH3:27])[CH2:25][OH:26]. (9) Given the product [CH2:1]([O:8][C:9]1[CH:23]=[CH:22][C:12]([CH2:13][O:14][Si:15]([C:18]([CH3:21])([CH3:20])[CH3:19])([CH3:17])[CH3:16])=[CH:11][C:10]=1[S:37][C:34]1[CH:35]=[CH:36][C:31]([F:30])=[CH:32][CH:33]=1)[C:2]1[CH:7]=[CH:6][CH:5]=[CH:4][CH:3]=1, predict the reactants needed to synthesize it. The reactants are: [CH2:1]([O:8][C:9]1[CH:23]=[CH:22][C:12]([CH2:13][O:14][Si:15]([C:18]([CH3:21])([CH3:20])[CH3:19])([CH3:17])[CH3:16])=[CH:11][C:10]=1Br)[C:2]1[CH:7]=[CH:6][CH:5]=[CH:4][CH:3]=1.C([Li])(C)(C)C.[F:30][C:31]1[CH:36]=[CH:35][C:34]([S:37][S:37][C:34]2[CH:35]=[CH:36][C:31]([F:30])=[CH:32][CH:33]=2)=[CH:33][CH:32]=1.[Cl-].[NH4+]. (10) Given the product [Cl:8][C:5]1[CH:6]=[CH:7][C:2]([NH:9][CH:10]2[CH2:11][CH2:12][N:13]([C:16]([O:18][C:19]([CH3:22])([CH3:21])[CH3:20])=[O:17])[CH2:14][CH2:15]2)=[CH:3][CH:4]=1, predict the reactants needed to synthesize it. The reactants are: Br[C:2]1[CH:7]=[CH:6][C:5]([Cl:8])=[CH:4][CH:3]=1.[NH2:9][CH:10]1[CH2:15][CH2:14][N:13]([C:16]([O:18][C:19]([CH3:22])([CH3:21])[CH3:20])=[O:17])[CH2:12][CH2:11]1.CC(C)([O-])C.[Na+].C(OCC)(=O)C.